From a dataset of Catalyst prediction with 721,799 reactions and 888 catalyst types from USPTO. Predict which catalyst facilitates the given reaction. Reactant: [CH2:1]([O:8][C:9]1[CH:10]=[C:11]([CH:15]=[CH:16][C:17]=1[S:18](=[O:36])(=[O:35])[NH:19][C@H:20]([C:29](=[O:34])[N:30]([O:32][CH3:33])[CH3:31])[CH2:21][C:22]([O:24][C:25]([CH3:28])([CH3:27])[CH3:26])=[O:23])[C:12](O)=[O:13])[C:2]1[CH:7]=[CH:6][CH:5]=[CH:4][CH:3]=1.C[N:38]1CCOCC1.ON1C2C=CC=CC=2N=N1.[OH-].[NH4+]. Product: [C:25]([O:24][C:22](=[O:23])[CH2:21][CH:20]([NH:19][S:18]([C:17]1[CH:16]=[CH:15][C:11]([C:12](=[O:13])[NH2:38])=[CH:10][C:9]=1[O:8][CH2:1][C:2]1[CH:7]=[CH:6][CH:5]=[CH:4][CH:3]=1)(=[O:35])=[O:36])[C:29]([N:30]([O:32][CH3:33])[CH3:31])=[O:34])([CH3:28])([CH3:26])[CH3:27]. The catalyst class is: 54.